Dataset: Peptide-MHC class II binding affinity with 134,281 pairs from IEDB. Task: Regression. Given a peptide amino acid sequence and an MHC pseudo amino acid sequence, predict their binding affinity value. This is MHC class II binding data. (1) The peptide sequence is YDKFLADVSTVLTGK. The MHC is DRB3_0202 with pseudo-sequence DRB3_0202. The binding affinity (normalized) is 0.719. (2) The peptide sequence is AAKPAAAATATATAA. The MHC is DRB1_1201 with pseudo-sequence DRB1_1201. The binding affinity (normalized) is 0.0729. (3) The peptide sequence is GSLQIVDKIDAAFKI. The MHC is DRB1_0404 with pseudo-sequence DRB1_0404. The binding affinity (normalized) is 0.636. (4) The MHC is HLA-DPA10103-DPB10201 with pseudo-sequence HLA-DPA10103-DPB10201. The peptide sequence is VVLGLATSPTAEGGK. The binding affinity (normalized) is 0.0348. (5) The peptide sequence is TSKLDAAYKLAYKTA. The MHC is HLA-DQA10301-DQB10302 with pseudo-sequence HLA-DQA10301-DQB10302. The binding affinity (normalized) is 0.239.